Dataset: Forward reaction prediction with 1.9M reactions from USPTO patents (1976-2016). Task: Predict the product of the given reaction. (1) Given the reactants [C:1]([CH2:4][N:5]([S:27]([C:30]1[CH:35]=[CH:34][CH:33]=[CH:32][CH:31]=1)(=[O:29])=[O:28])[C:6]1[CH:22]=[CH:21][C:20]([C:23]([F:26])([F:25])[F:24])=[CH:19][C:7]=1[O:8][CH2:9][C:10]1[CH:18]=[CH:17][C:13]([C:14]([OH:16])=[O:15])=[CH:12][CH:11]=1)([OH:3])=[O:2].C1(S(NC2C=CC(C(F)(F)F)=C[C:47]=2[O:48][CH2:49]C2C=CC(C(OC)=O)=CC=2)(=O)=O)C=CC=CC=1.[CH3:68][O:69][CH2:70]Cl.C(N(CC)CC)C, predict the reaction product. The product is: [CH3:47][O:48][CH2:49][O:15][C:14](=[O:16])[C:13]1[CH:12]=[CH:11][C:10]([CH2:9][O:8][C:7]2[CH:19]=[C:20]([C:23]([F:25])([F:24])[F:26])[CH:21]=[CH:22][C:6]=2[N:5]([S:27]([C:30]2[CH:31]=[CH:32][CH:33]=[CH:34][CH:35]=2)(=[O:28])=[O:29])[CH2:4][C:1]([O:3][CH2:68][O:69][CH3:70])=[O:2])=[CH:18][CH:17]=1. (2) Given the reactants [NH2:1][C:2]1[CH:10]=[CH:9][CH:8]=[C:7]2[C:3]=1[CH2:4][CH:5]([CH2:11][NH:12][C:13](=[O:16])[CH2:14][CH3:15])[CH2:6]2.[CH:17]([C:20]1[CH:25]=[CH:24][C:23]([S:26](Cl)(=[O:28])=[O:27])=[CH:22][CH:21]=1)([CH3:19])[CH3:18], predict the reaction product. The product is: [CH:17]([C:20]1[CH:25]=[CH:24][C:23]([S:26]([NH:1][C:2]2[CH:10]=[CH:9][CH:8]=[C:7]3[C:3]=2[CH2:4][CH:5]([CH2:11][NH:12][C:13](=[O:16])[CH2:14][CH3:15])[CH2:6]3)(=[O:28])=[O:27])=[CH:22][CH:21]=1)([CH3:19])[CH3:18]. (3) Given the reactants [C:1]([BH3-])#[N:2].[Na+].[Cl:5][C:6]1[CH:7]=[C:8]([C:12]2[N:16]=[C:15]([C@@H:17](N)[CH2:18][C:19]3[N:23]([CH:24]4[CH2:26][CH2:25]4)[C:22]([C:27]4[CH:32]=[CH:31][N:30]=[CH:29][CH:28]=4)=[N:21][N:20]=3)[O:14][N:13]=2)[CH:9]=[CH:10][CH:11]=1.[CH:34](O)=O.C=O, predict the reaction product. The product is: [Cl:5][C:6]1[CH:7]=[C:8]([C:12]2[N:16]=[C:15]([C@@H:17]([N:2]([CH3:1])[CH3:34])[CH2:18][C:19]3[N:23]([CH:24]4[CH2:26][CH2:25]4)[C:22]([C:27]4[CH:32]=[CH:31][N:30]=[CH:29][CH:28]=4)=[N:21][N:20]=3)[O:14][N:13]=2)[CH:9]=[CH:10][CH:11]=1. (4) Given the reactants [C-]#N.[K+].C1N2CC[N:6](CC2)[CH2:5]1.[Br:12][C:13]1[C:14]([N:20]([CH:29]2[CH2:34][CH2:33][O:32][CH2:31][CH2:30]2)[NH:21][C:22]([O:24][C:25]([CH3:28])([CH3:27])[CH3:26])=[O:23])=[N:15][C:16](Cl)=[N:17][CH:18]=1.O, predict the reaction product. The product is: [Br:12][C:13]1[C:14]([N:20]([CH:29]2[CH2:34][CH2:33][O:32][CH2:31][CH2:30]2)[NH:21][C:22]([O:24][C:25]([CH3:28])([CH3:27])[CH3:26])=[O:23])=[N:15][C:16]([C:5]#[N:6])=[N:17][CH:18]=1.